This data is from Full USPTO retrosynthesis dataset with 1.9M reactions from patents (1976-2016). The task is: Predict the reactants needed to synthesize the given product. (1) The reactants are: [Cl:1][C:2]1[S:6][C:5]([NH:7][C:8](=[O:23])[N:9]([C@H:16]2[CH2:21][CH2:20][C@H:19]([CH3:22])[CH2:18][CH2:17]2)[CH:10]2[CH2:15][CH2:14][NH:13][CH2:12][CH2:11]2)=[N:4][CH:3]=1.[N:24]1([C:30](Cl)=[O:31])[CH2:29][CH2:28][O:27][CH2:26][CH2:25]1. Given the product [Cl:1][C:2]1[S:6][C:5]([NH:7][C:8](=[O:23])[N:9]([C@H:16]2[CH2:21][CH2:20][C@H:19]([CH3:22])[CH2:18][CH2:17]2)[CH:10]2[CH2:11][CH2:12][N:13]([C:30]([N:24]3[CH2:29][CH2:28][O:27][CH2:26][CH2:25]3)=[O:31])[CH2:14][CH2:15]2)=[N:4][CH:3]=1, predict the reactants needed to synthesize it. (2) Given the product [CH2:1]([C:8]1[CH:9]=[N:10][C:11]2[C:16]([C:17]=1[C:18]1[CH:19]=[C:20]([NH:24][CH2:33][C:32]3[CH:35]=[CH:36][C:37]([O:41][CH3:42])=[C:38]([O:39][CH3:40])[C:31]=3[O:30][CH3:29])[CH:21]=[CH:22][CH:23]=1)=[CH:15][CH:14]=[CH:13][C:12]=2[C:25]([F:28])([F:26])[F:27])[C:2]1[CH:3]=[CH:4][CH:5]=[CH:6][CH:7]=1, predict the reactants needed to synthesize it. The reactants are: [CH2:1]([C:8]1[CH:9]=[N:10][C:11]2[C:16]([C:17]=1[C:18]1[CH:19]=[C:20]([NH2:24])[CH:21]=[CH:22][CH:23]=1)=[CH:15][CH:14]=[CH:13][C:12]=2[C:25]([F:28])([F:27])[F:26])[C:2]1[CH:7]=[CH:6][CH:5]=[CH:4][CH:3]=1.[CH3:29][O:30][C:31]1[C:38]([O:39][CH3:40])=[C:37]([O:41][CH3:42])[CH:36]=[CH:35][C:32]=1[CH:33]=O. (3) Given the product [Cl:1][C:2]1[N:3]=[C:4]([C:9]([NH:16][C:17]2[CH:22]=[CH:21][C:20]([C:23]3[O:24][C:25]([CH3:32])=[C:26]([C:28]([O:30][CH3:31])=[O:29])[N:27]=3)=[CH:19][C:18]=2[O:33][CH3:34])=[O:11])[NH:5][C:6]=1[CH2:7][CH3:8], predict the reactants needed to synthesize it. The reactants are: [Cl:1][C:2]1[N:3]=[C:4]([C:9]([OH:11])=O)[NH:5][C:6]=1[CH2:7][CH3:8].S(Cl)(Cl)=O.[NH2:16][C:17]1[CH:22]=[CH:21][C:20]([C:23]2[O:24][C:25]([CH3:32])=[C:26]([C:28]([O:30][CH3:31])=[O:29])[N:27]=2)=[CH:19][C:18]=1[O:33][CH3:34].